From a dataset of Reaction yield outcomes from USPTO patents with 853,638 reactions. Predict the reaction yield, written as a fraction of the theoretical maximum amount of product (1.0 means a 100% yield; for example, 0.34 means a 34% yield). (1) The reactants are [S-:1][C:2]#[N:3].[Na+].BrBr.[NH2:7][C:8]1[C:15]([O:16][CH3:17])=[CH:14][CH:13]=[CH:12][C:9]=1[C:10]#[N:11]. The catalyst is CO. The product is [NH2:7][C:8]1[C:15]([O:16][CH3:17])=[CH:14][C:13]([S:1][C:2]#[N:3])=[CH:12][C:9]=1[C:10]#[N:11]. The yield is 0.840. (2) No catalyst specified. The product is [CH3:27][C:3]1[CH:8]=[CH:7][C:6]([C:9]2[C:13]([CH:12]=[O:11])=[CH:14][CH:15]=[CH:16][CH:17]=2)=[CH:5][CH:4]=1. The yield is 0.510. The reactants are [Mg].Br[C:3]1[CH:8]=[CH:7][C:6]([CH3:9])=[CH:5][CH:4]=1.C[O:11][C:12]1[CH:17]=[CH:16][CH:15]=[CH:14][C:13]=1C=NC1CCCCC1.Cl.[CH2:27]1COCC1. (3) The reactants are [Cl-].O[NH3+:3].[C:4](=[O:7])([O-])[OH:5].[Na+].CS(C)=O.[OH:13][C:14]1[CH:19]=[CH:18][C:17]([N:20]2[CH2:25][CH2:24][CH:23]([N:26]3[C:31](=[O:32])[C:30]([CH2:33][C:34]4[CH:39]=[CH:38][C:37]([C:40]5[C:41]([C:46]#[N:47])=[CH:42][CH:43]=[CH:44][CH:45]=5)=[CH:36][CH:35]=4)=[C:29]([CH2:48][CH2:49][CH3:50])[N:28]4[N:51]=[CH:52][N:53]=[C:27]34)[CH2:22][CH2:21]2)=[CH:16][CH:15]=1. The catalyst is C(OCC)(=O)C. The product is [OH:13][C:14]1[CH:15]=[CH:16][C:17]([N:20]2[CH2:21][CH2:22][CH:23]([N:26]3[C:31](=[O:32])[C:30]([CH2:33][C:34]4[CH:39]=[CH:38][C:37]([C:40]5[CH:45]=[CH:44][CH:43]=[CH:42][C:41]=5[C:46]5[NH:3][C:4](=[O:7])[O:5][N:47]=5)=[CH:36][CH:35]=4)=[C:29]([CH2:48][CH2:49][CH3:50])[N:28]4[N:51]=[CH:52][N:53]=[C:27]34)[CH2:24][CH2:25]2)=[CH:18][CH:19]=1. The yield is 0.360. (4) The product is [Cl:1][C:2]1[CH:3]=[C:4]([C:9](=[O:11])[CH2:10][C:14](=[O:15])[CH:13]([F:19])[F:12])[CH:5]=[CH:6][C:7]=1[CH3:8]. The catalyst is C(OCC)C. The reactants are [Cl:1][C:2]1[CH:3]=[C:4]([C:9](=[O:11])[CH3:10])[CH:5]=[CH:6][C:7]=1[CH3:8].[F:12][CH:13]([F:19])[C:14](OCC)=[O:15].C[O-].[Na+].C(OCC)(=O)C. The yield is 0.450. (5) The reactants are [NH2:1][C:2]1[C:3]([NH:15][CH2:16][CH2:17][NH:18][C:19](=[O:21])[CH3:20])=[N:4][C:5]([Cl:14])=[N:6][C:7]=1[N:8]1[CH2:13][CH2:12][O:11][CH2:10][CH2:9]1.[N:22]([O-])=O.[Na+]. No catalyst specified. The product is [Cl:14][C:5]1[N:6]=[C:7]([N:8]2[CH2:9][CH2:10][O:11][CH2:12][CH2:13]2)[C:2]2[N:1]=[N:22][N:15]([CH2:16][CH2:17][NH:18][C:19](=[O:21])[CH3:20])[C:3]=2[N:4]=1. The yield is 0.580. (6) The reactants are [NH2:1][C:2]1[C:3](=[O:9])[N:4]([CH3:8])[N:5]=[CH:6][CH:7]=1.[F:10][C:11]1[CH:12]=[CH:13][C:14]([CH3:24])=[C:15]([CH:23]=1)[O:16][CH:17]1[CH2:22][CH2:21][NH:20][CH2:19][CH2:18]1.Cl.FC(F)(F)C1C=CC=C[C:29]=1[O:30]C1CCNCC1. No catalyst specified. The product is [CH3:8][N:4]1[C:3](=[O:9])[C:2]([NH:1][C:29]([N:20]2[CH2:21][CH2:22][CH:17]([O:16][C:15]3[CH:23]=[C:11]([F:10])[CH:12]=[CH:13][C:14]=3[CH3:24])[CH2:18][CH2:19]2)=[O:30])=[CH:7][CH:6]=[N:5]1. The yield is 0.460.